From a dataset of Reaction yield outcomes from USPTO patents with 853,638 reactions. Predict the reaction yield, written as a fraction of the theoretical maximum amount of product (1.0 means a 100% yield; for example, 0.34 means a 34% yield). (1) The reactants are CC1[O:3][C@H:4]([C:10]([O:12][CH3:13])=[O:11])[C@H:5]([CH2:7][CH2:8][CH3:9])[N:6]=1.[ClH:14]. The product is [ClH:14].[NH2:6][C@@H:5]([CH2:7][CH2:8][CH3:9])[C@H:4]([OH:3])[C:10]([O:12][CH3:13])=[O:11]. The catalyst is CO. The yield is 0.500. (2) The reactants are C(OC([N:8]1[CH2:12][CH2:11][C@H:10]([O:13][C:14]2[N:35]=[CH:34][C:17]3[O:18][CH2:19][CH2:20][N:21]([C:22]4[CH:23]=[N:24][C:25]([O:32][CH3:33])=[C:26]([C:28]([F:31])([F:30])[F:29])[CH:27]=4)[C:16]=3[CH:15]=2)[CH2:9]1)=O)(C)(C)C.C(O)(C(F)(F)F)=O. The catalyst is C(Cl)Cl. The product is [CH3:33][O:32][C:25]1[N:24]=[CH:23][C:22]([N:21]2[CH2:20][CH2:19][O:18][C:17]3[CH:34]=[N:35][C:14]([O:13][C@H:10]4[CH2:11][CH2:12][NH:8][CH2:9]4)=[CH:15][C:16]2=3)=[CH:27][C:26]=1[C:28]([F:31])([F:29])[F:30]. The yield is 0.940. (3) The reactants are Br[C:2]1[CH:3]=[C:4]([N:9]2[C:13]3=[N:14][CH:15]=[CH:16][CH:17]=[C:12]3[C:11]([C:18]([O:20][CH3:21])=[O:19])=[N:10]2)[CH:5]=[CH:6][C:7]=1[F:8].[C:22]([C@:24]1([OH:31])[CH2:28][CH2:27][N:26]([CH3:29])[C:25]1=[O:30])#[CH:23]. No catalyst specified. The product is [F:8][C:7]1[CH:6]=[CH:5][C:4]([N:9]2[C:13]3=[N:14][CH:15]=[CH:16][CH:17]=[C:12]3[C:11]([C:18]([O:20][CH3:21])=[O:19])=[N:10]2)=[CH:3][C:2]=1[C:23]#[C:22][C@:24]1([OH:31])[CH2:28][CH2:27][N:26]([CH3:29])[C:25]1=[O:30]. The yield is 0.570. (4) The reactants are [Cl:1][C:2]1[CH:23]=[C:22]([O:24]S(C(F)(F)F)(=O)=O)[C:5]2[O:6][C@@H:7]([CH2:10][O:11][S:12]([C:15]3[CH:20]=[CH:19][C:18]([CH3:21])=[CH:17][CH:16]=3)(=[O:14])=[O:13])[CH2:8]O[C:4]=2[CH:3]=1.[Cl:32][C:33]1[CH:38]=[C:37]([Cl:39])[CH:36]=[CH:35][C:34]=1B(O)O. No catalyst specified. The product is [Cl:32][C:33]1[CH:38]=[C:37]([Cl:39])[CH:36]=[CH:35][C:34]=1[C:4]1[C:5]2[O:6][C@@H:7]([CH2:10][O:11][S:12]([C:15]3[CH:16]=[CH:17][C:18]([CH3:21])=[CH:19][CH:20]=3)(=[O:13])=[O:14])[CH2:8][O:24][C:22]=2[CH:23]=[C:2]([Cl:1])[CH:3]=1. The yield is 0.720. (5) The reactants are [F:1][C:2]1[C:11]2[O:10][CH2:9][C:8](=[O:12])[NH:7][C:6]=2[CH:5]=[CH:4][CH:3]=1.C([O-])([O-])=O.[Cs+].[Cs+].[Cl:19][CH2:20][CH2:21][CH2:22]I. The catalyst is CCCCCCC.CCOC(C)=O. The product is [Cl:19][CH2:20][CH2:21][CH2:22][N:7]1[C:6]2[CH:5]=[CH:4][CH:3]=[C:2]([F:1])[C:11]=2[O:10][CH2:9][C:8]1=[O:12]. The yield is 0.600. (6) The reactants are [Br:1][C:2]1[CH:3]=[C:4]([CH:7]=[C:8]([O:10]C)[CH:9]=1)[C:5]#[N:6].[Li+].[I-]. The catalyst is N1C(C)=CC(C)=CC=1C. The product is [Br:1][C:2]1[CH:3]=[C:4]([CH:7]=[C:8]([OH:10])[CH:9]=1)[C:5]#[N:6]. The yield is 0.890. (7) The reactants are [N+:1]([C:4]1[CH:5]=[C:6]2[C:11](=[CH:12][CH:13]=1)[N:10]=[CH:9][N:8]=[C:7]2[N:14]1[CH2:19][CH2:18][N:17]([C:20]([O:22][C:23]([CH3:26])([CH3:25])[CH3:24])=[O:21])[CH2:16][CH2:15]1)([O-])=O. The catalyst is COCCO.[Pd]. The product is [NH2:1][C:4]1[CH:5]=[C:6]2[C:11](=[CH:12][CH:13]=1)[N:10]=[CH:9][N:8]=[C:7]2[N:14]1[CH2:19][CH2:18][N:17]([C:20]([O:22][C:23]([CH3:26])([CH3:25])[CH3:24])=[O:21])[CH2:16][CH2:15]1. The yield is 0.950.